From a dataset of Catalyst prediction with 721,799 reactions and 888 catalyst types from USPTO. Predict which catalyst facilitates the given reaction. (1) Reactant: [CH3:1][C:2]1[C:11]([N+:12]([O-])=O)=[CH:10][CH:9]=[CH:8][C:3]=1[C:4]([O:6][CH3:7])=[O:5]. Product: [NH2:12][C:11]1[C:2]([CH3:1])=[C:3]([CH:8]=[CH:9][CH:10]=1)[C:4]([O:6][CH3:7])=[O:5]. The catalyst class is: 43. (2) Reactant: C(NC(C)C)(C)C.[Li]CCCC.[CH3:13][C:14]1[CH:19]=[CH:18][CH:17]=[CH:16][N:15]=1.[C:20](O[C:20]([O:22][C:23]([CH3:26])([CH3:25])[CH3:24])=[O:21])([O:22][C:23]([CH3:26])([CH3:25])[CH3:24])=[O:21]. Product: [N:15]1[CH:16]=[CH:17][CH:18]=[CH:19][C:14]=1[CH2:13][C:20]([O:22][C:23]([CH3:26])([CH3:25])[CH3:24])=[O:21]. The catalyst class is: 7. (3) Reactant: Cl[C:2]1[C:11]2=[N:12][N:13](CC3C=CC(OC)=CC=3)[CH:14]=[C:10]2[C:9]2[CH:8]=[C:7]([O:24][CH3:25])[CH:6]=[CH:5][C:4]=2[N:3]=1.[CH:26]1([CH2:29][N:30]2[CH2:35][CH2:34][N:33]([C:36]3[CH:42]=[CH:41][C:39]([NH2:40])=[CH:38][CH:37]=3)[CH2:32][CH2:31]2)[CH2:28][CH2:27]1.Cl. Product: [CH:26]1([CH2:29][N:30]2[CH2:35][CH2:34][N:33]([C:36]3[CH:37]=[CH:38][C:39]([NH:40][C:2]4[C:11]5=[N:12][NH:13][CH:14]=[C:10]5[C:9]5[CH:8]=[C:7]([O:24][CH3:25])[CH:6]=[CH:5][C:4]=5[N:3]=4)=[CH:41][CH:42]=3)[CH2:32][CH2:31]2)[CH2:27][CH2:28]1. The catalyst class is: 71. (4) Reactant: [OH:1][C:2]1[CH:13]=[CH:12][C:5]([O:6][CH2:7][C:8]([NH:10][CH3:11])=[O:9])=[CH:4][CH:3]=1.Br[CH2:15][C:16]1[CH:21]=[CH:20][CH:19]=[C:18]([F:22])[CH:17]=1.C(=O)([O-])[O-].[K+].[K+]. Product: [F:22][C:18]1[CH:17]=[C:16]([CH:21]=[CH:20][CH:19]=1)[CH2:15][O:1][C:2]1[CH:3]=[CH:4][C:5]([O:6][CH2:7][C:8]([NH:10][CH3:11])=[O:9])=[CH:12][CH:13]=1. The catalyst class is: 131. (5) Reactant: [CH2:1]([N:3]([CH2:6][CH3:7])[CH2:4]C)C.[CH3:8][O:9][C:10]1[CH:11]=C([CH:15]=[CH:16][C:17]=1[N+:18]([O-:20])=[O:19])CO.CS(Cl)(=O)=O.Cl.CNC. Product: [CH3:8][O:9][C:10]1[CH:11]=[C:7]([CH:15]=[CH:16][C:17]=1[N+:18]([O-:20])=[O:19])[CH2:6][N:3]([CH3:1])[CH3:4]. The catalyst class is: 2.